From a dataset of Catalyst prediction with 721,799 reactions and 888 catalyst types from USPTO. Predict which catalyst facilitates the given reaction. (1) The catalyst class is: 475. Product: [Br:14][C:9]1[CH:8]=[C:7]2[C:12](=[CH:11][C:10]=1[Cl:13])[N:4]([CH2:1][CH2:2][CH2:25][C:26]([O:28][CH2:29][CH3:30])=[O:27])[N:5]=[CH:6]2. Reactant: [C:1]([N:4]1[C:12]2[C:7](=[CH:8][C:9]([Br:14])=[C:10]([Cl:13])[CH:11]=2)[CH:6]=[N:5]1)(=O)[CH3:2].Cl.C(=O)([O-])[O-].[K+].[K+].BrCC[CH2:25][C:26]([O:28][CH2:29][CH3:30])=[O:27]. (2) Reactant: Cl[C:2]1[CH:3]=[CH:4][C:5]2[N:6]([C:8]([CH:11]([C:13]3[CH:14]=[C:15]4[C:19](=[CH:20][C:21]=3[F:22])[N:18]([CH3:23])[N:17]=[CH:16]4)[CH3:12])=[CH:9][N:10]=2)[N:7]=1.C([Sn](CCCC)(CCCC)[C:29]([O:31][CH2:32][CH3:33])=[CH2:30])CCC. Product: [CH2:32]([O:31][C:29]([C:2]1[CH:3]=[CH:4][C:5]2[N:6]([C:8]([CH:11]([C:13]3[CH:14]=[C:15]4[C:19](=[CH:20][C:21]=3[F:22])[N:18]([CH3:23])[N:17]=[CH:16]4)[CH3:12])=[CH:9][N:10]=2)[N:7]=1)=[CH2:30])[CH3:33]. The catalyst class is: 128. (3) Reactant: [CH2:1]([O:8][C:9]([N:11]1[CH2:36][CH2:35][C:14]2([N:18]([C:19]3[CH:24]=[CH:23][CH:22]=[CH:21][CH:20]=3)[CH2:17][N:16]([C:25]3[CH:33]=[CH:32][CH:31]=[CH:30][C:26]=3[C:27]([OH:29])=[O:28])[C:15]2=[O:34])[CH2:13][CH2:12]1)=[O:10])[C:2]1[CH:7]=[CH:6][CH:5]=[CH:4][CH:3]=1.[C:37](OC(O[C:37]([CH3:40])([CH3:39])[CH3:38])N(C)C)([CH3:40])([CH3:39])[CH3:38]. Product: [C:37]([O:28][C:27]([C:26]1[CH:30]=[CH:31][CH:32]=[CH:33][C:25]=1[N:16]1[C:15](=[O:34])[C:14]2([CH2:13][CH2:12][N:11]([C:9]([O:8][CH2:1][C:2]3[CH:7]=[CH:6][CH:5]=[CH:4][CH:3]=3)=[O:10])[CH2:36][CH2:35]2)[N:18]([C:19]2[CH:24]=[CH:23][CH:22]=[CH:21][CH:20]=2)[CH2:17]1)=[O:29])([CH3:40])([CH3:39])[CH3:38]. The catalyst class is: 133. (4) Reactant: [CH:1]1[C:6]([OH:7])=[CH:5][CH:4]=[C:3]([CH3:8])[CH:2]=1.[NH2:9][C:10]1C=CC=C[CH:11]=1.C=O. Product: [O:7]1[C:6]2[CH:5]=[CH:4][CH:3]=[CH:2][C:1]=2[CH:11]=[CH:10][NH:9]1.[CH:5]1[C:6]([OH:7])=[CH:1][CH:2]=[C:3]([CH3:8])[CH:4]=1. The catalyst class is: 22. (5) Reactant: [Br:1][C:2]1[CH:7]=[CH:6][C:5]([NH:8][C:9]([N:11]2[CH2:16][CH2:15][N:14]([C:17]3[C:26]4[C:21](=[CH:22][C:23]([O:29][CH3:30])=[C:24]([O:27][CH3:28])[CH:25]=4)[N:20]=[CH:19][N:18]=3)[CH2:13][CH2:12]2)=[O:10])=[CH:4][CH:3]=1.[H-].[Na+].[CH3:33]I.[Cl-].[Na+]. Product: [Br:1][C:2]1[CH:7]=[CH:6][C:5]([N:8]([CH3:33])[C:9]([N:11]2[CH2:12][CH2:13][N:14]([C:17]3[C:26]4[C:21](=[CH:22][C:23]([O:29][CH3:30])=[C:24]([O:27][CH3:28])[CH:25]=4)[N:20]=[CH:19][N:18]=3)[CH2:15][CH2:16]2)=[O:10])=[CH:4][CH:3]=1. The catalyst class is: 35. (6) Reactant: [Br:1][C:2]1[S:6][C:5]2=[C:7]([O:17]C)[C:8]3[CH:12]=[C:11]([Br:13])[S:10][C:9]=3[C:14]([O:15]C)=[C:4]2[CH:3]=1.B(Br)(Br)Br. Product: [Br:13][C:11]1[S:10][C:9]2[C:14]([OH:15])=[C:4]3[CH:3]=[C:2]([Br:1])[S:6][C:5]3=[C:7]([OH:17])[C:8]=2[CH:12]=1. The catalyst class is: 4.